This data is from Full USPTO retrosynthesis dataset with 1.9M reactions from patents (1976-2016). The task is: Predict the reactants needed to synthesize the given product. (1) Given the product [CH2:25]([N:27]([CH2:28][CH3:29])[CH2:6][CH2:7][C:8]1[O:9][C:10]2[CH:16]=[CH:15][C:14]([C:17]3[CH:22]=[CH:21][C:20]([C:23]#[N:24])=[CH:19][CH:18]=3)=[CH:13][C:11]=2[CH:12]=1)[CH3:26], predict the reactants needed to synthesize it. The reactants are: CS(O[CH2:6][CH2:7][C:8]1[O:9][C:10]2[CH:16]=[CH:15][C:14]([C:17]3[CH:22]=[CH:21][C:20]([C:23]#[N:24])=[CH:19][CH:18]=3)=[CH:13][C:11]=2[CH:12]=1)(=O)=O.[CH2:25]([NH:27][CH2:28][CH3:29])[CH3:26]. (2) Given the product [OH:23][C:22]1[C:21]2[C:16](=[CH:17][CH:18]=[CH:19][CH:20]=2)[C@@:15]([CH3:29])([CH2:24][CH2:25][CH:26]([CH3:28])[CH3:27])[C:14](=[O:30])[C:13]=1[C:8]1[NH:7][C:6]2[CH:31]=[CH:32][C:3]([NH:2][S:49]([C:39]3[C:48]4[C:43](=[CH:44][CH:45]=[CH:46][CH:47]=4)[CH:42]=[CH:41][CH:40]=3)(=[O:51])=[O:50])=[CH:4][C:5]=2[S:10](=[O:12])(=[O:11])[N:9]=1, predict the reactants needed to synthesize it. The reactants are: Cl.[NH2:2][C:3]1[CH:32]=[CH:31][C:6]2[NH:7][C:8]([C:13]3[C:14](=[O:30])[C@:15]([CH3:29])([CH2:24][CH2:25][CH:26]([CH3:28])[CH3:27])[C:16]4[C:21]([C:22]=3[OH:23])=[CH:20][CH:19]=[CH:18][CH:17]=4)=[N:9][S:10](=[O:12])(=[O:11])[C:5]=2[CH:4]=1.N1C=CC=CC=1.[C:39]1([S:49](Cl)(=[O:51])=[O:50])[C:48]2[C:43](=[CH:44][CH:45]=[CH:46][CH:47]=2)[CH:42]=[CH:41][CH:40]=1. (3) Given the product [I:48][CH2:7][CH2:8][CH2:9][CH2:10][CH2:11][CH2:12][CH2:13][CH2:14][C@@H:15]1[C:24]2[C:19](=[CH:20][C:21]([O:25][CH3:26])=[CH:22][CH:23]=2)[S:18][CH2:17][C@@:16]1([C:28]1[CH:33]=[CH:32][C:31]([O:34][CH3:35])=[CH:30][CH:29]=1)[CH3:27], predict the reactants needed to synthesize it. The reactants are: [OH-].[K+].C(O[CH2:7][CH2:8][CH2:9][CH2:10][CH2:11][CH2:12][CH2:13][CH2:14][C@@H:15]1[C:24]2[C:19](=[CH:20][C:21]([O:25][CH3:26])=[CH:22][CH:23]=2)[S:18][CH2:17][C@@:16]1([C:28]1[CH:33]=[CH:32][C:31]([O:34][CH3:35])=[CH:30][CH:29]=1)[CH3:27])(=O)C.C(N(CC)CC)C.CS(Cl)(=O)=O.[I-:48].[Na+].